The task is: Predict the product of the given reaction.. This data is from Forward reaction prediction with 1.9M reactions from USPTO patents (1976-2016). (1) Given the reactants Cl[C:2]1[N:7]=[C:6]([CH3:8])[C:5]([CH:9]([CH2:14][CH2:15][CH3:16])[C:10]([O:12][CH3:13])=[O:11])=[C:4]([C:17]2[CH:22]=[CH:21][C:20]([CH3:23])=[CH:19][CH:18]=2)[N:3]=1.[C:24]1([CH:30]2[CH2:35][CH2:34][CH2:33][NH:32][CH2:31]2)[CH:29]=[CH:28][CH:27]=[CH:26][CH:25]=1.C(N(CC)CC)C, predict the reaction product. The product is: [CH3:8][C:6]1[C:5]([CH:9]([CH2:14][CH2:15][CH3:16])[C:10]([O:12][CH3:13])=[O:11])=[C:4]([C:17]2[CH:22]=[CH:21][C:20]([CH3:23])=[CH:19][CH:18]=2)[N:3]=[C:2]([N:32]2[CH2:33][CH2:34][CH2:35][CH:30]([C:24]3[CH:29]=[CH:28][CH:27]=[CH:26][CH:25]=3)[CH2:31]2)[N:7]=1. (2) Given the reactants C(OC(C1C=CC=CC=1O[C:9]1[C:23]([O:24][C:25]2[CH:30]=[CH:29][C:28]([S:31]([CH3:34])(=[O:33])=[O:32])=[CH:27][CH:26]=2)=[CH:22][C:12]2[NH:13][C:14]([C:16]3[CH:21]=[CH:20][CH:19]=[CH:18][N:17]=3)=[N:15][C:11]=2[CH:10]=1)=O)C.[NH:39]1[CH2:43][CH2:42][CH2:41][CH:40]1[CH:44]([OH:46])[CH3:45], predict the reaction product. The product is: [CH3:34][S:31]([C:28]1[CH:27]=[CH:26][C:25]([O:24][C:23]2[C:9]([N:39]3[CH2:43][CH2:42][CH2:41][CH:40]3[CH:44]([OH:46])[CH3:45])=[CH:10][C:11]3[NH:15][C:14]([C:16]4[CH:21]=[CH:20][CH:19]=[CH:18][N:17]=4)=[N:13][C:12]=3[CH:22]=2)=[CH:30][CH:29]=1)(=[O:33])=[O:32]. (3) Given the reactants [CH3:1][O:2][C:3]1[CH:8]=[CH:7][C:6]([N:9]2[CH2:14][CH2:13][N:12]([C:15]3[S:16][C:17]([CH2:26][CH2:27][C:28]([O:30]C)=[O:29])=[C:18]([C:20]4[CH:25]=[CH:24][CH:23]=[CH:22][CH:21]=4)[N:19]=3)[CH2:11][CH2:10]2)=[CH:5][CH:4]=1.[OH-].[Li+], predict the reaction product. The product is: [CH3:1][O:2][C:3]1[CH:8]=[CH:7][C:6]([N:9]2[CH2:10][CH2:11][N:12]([C:15]3[S:16][C:17]([CH2:26][CH2:27][C:28]([OH:30])=[O:29])=[C:18]([C:20]4[CH:25]=[CH:24][CH:23]=[CH:22][CH:21]=4)[N:19]=3)[CH2:13][CH2:14]2)=[CH:5][CH:4]=1. (4) Given the reactants [C:1]([O:5][C:6]([NH:8][CH:9]([C:21]1[CH:26]=[CH:25][CH:24]=[CH:23][CH:22]=1)[C:10]1[CH:11]=[C:12]([CH:18]=[CH:19][CH:20]=1)[O:13][CH2:14][C:15]([OH:17])=[O:16])=[O:7])([CH3:4])([CH3:3])[CH3:2].N(C(C1C=CC=CC=1)C1C=C(C=CC=1)OCC1C=CC(C(O)=O)=CC=1)=[N+]=[N-].Br[CH2:55][CH2:56][CH2:57][CH2:58][CH2:59][CH:60]1[O:64][CH2:63][CH2:62][O:61]1.ClCCCC1OCCO1, predict the reaction product. The product is: [C:1]([O:5][C:6]([NH:8][CH:9]([C:21]1[CH:22]=[CH:23][CH:24]=[CH:25][CH:26]=1)[C:10]1[CH:11]=[C:12]([CH:18]=[CH:19][CH:20]=1)[O:13][CH2:14][C:15]([O:17][CH2:55][CH2:56][CH2:57][CH2:58][CH2:59][CH:60]1[O:64][CH2:63][CH2:62][O:61]1)=[O:16])=[O:7])([CH3:4])([CH3:2])[CH3:3]. (5) Given the reactants [CH3:1][O:2][C:3]([C:5]1[S:6][CH:7]=[CH:8][C:9]=1Br)=[O:4].[C:11]([O:15][C:16]([N:18]1[CH2:23][CH:22]=[C:21](B2OC(C)(C)C(C)(C)O2)[CH2:20][CH2:19]1)=[O:17])([CH3:14])([CH3:13])[CH3:12].C([O-])([O-])=O.[Na+].[Na+], predict the reaction product. The product is: [C:11]([O:15][C:16]([N:18]1[CH2:19][CH:20]=[C:21]([C:9]2[CH:8]=[CH:7][S:6][C:5]=2[C:3]([O:2][CH3:1])=[O:4])[CH2:22][CH2:23]1)=[O:17])([CH3:14])([CH3:12])[CH3:13]. (6) Given the reactants [CH3:1][O:2][C:3]1[CH:29]=[CH:28][C:6]([C:7]([C:9]2[S:27][C:12]3[N:13]([CH2:19][CH2:20][N:21]4[CH2:26][CH2:25][O:24][CH2:23][CH2:22]4)[C:14](C(O)=O)=[CH:15][C:11]=3[CH:10]=2)=[O:8])=[CH:5][CH:4]=1.N1C2C(=CC=CC=2)C=CC=1, predict the reaction product. The product is: [CH3:1][O:2][C:3]1[CH:29]=[CH:28][C:6]([C:7]([C:9]2[S:27][C:12]3[N:13]([CH2:19][CH2:20][N:21]4[CH2:22][CH2:23][O:24][CH2:25][CH2:26]4)[CH:14]=[CH:15][C:11]=3[CH:10]=2)=[O:8])=[CH:5][CH:4]=1. (7) Given the reactants [CH:1]([C:3]1[S:7][C:6](B(O)O)=[C:5]([CH3:11])[CH:4]=1)=O.IC1[C:21]2[C:16](=[N:17][CH:18]=[N:19][C:20]=2[NH2:22])[N:15]([CH:23]([CH3:25])[CH3:24])[N:14]=1.[C:26]([O-])([O-])=[O:27].[Na+].[Na+], predict the reaction product. The product is: [NH2:22][C:20]1[N:19]=[CH:18][N:17]=[C:16]2[N:15]([CH:23]([CH3:25])[CH3:24])[N:14]=[C:1]([C:3]3[S:7][C:6]([CH:26]=[O:27])=[C:5]([CH3:11])[CH:4]=3)[C:21]=12. (8) Given the reactants [NH2:1][C:2]1[CH:3]=[C:4]2[C:9](=[CH:10][CH:11]=1)[N:8]=[CH:7][C:6]([C:12]#[N:13])=[C:5]2[NH:14][C:15]1[CH:20]=[CH:19][C:18]([F:21])=[C:17]([Cl:22])[CH:16]=1.[CH3:23][N:24]1[C:28]([CH:29]=O)=[CH:27][C:26]([CH3:31])=[N:25]1.[BH3-]C#N.[Na+], predict the reaction product. The product is: [Cl:22][C:17]1[CH:16]=[C:15]([NH:14][C:5]2[C:4]3[C:9](=[CH:10][CH:11]=[C:2]([NH:1][CH2:29][C:28]4[N:24]([CH3:23])[N:25]=[C:26]([CH3:31])[CH:27]=4)[CH:3]=3)[N:8]=[CH:7][C:6]=2[C:12]#[N:13])[CH:20]=[CH:19][C:18]=1[F:21].